Dataset: Reaction yield outcomes from USPTO patents with 853,638 reactions. Task: Predict the reaction yield, written as a fraction of the theoretical maximum amount of product (1.0 means a 100% yield; for example, 0.34 means a 34% yield). The reactants are C([O:8][CH2:9][C:10]1[C:19]2[CH2:18][CH2:17][CH2:16][C:15]3[CH:20]=[C:21]([N:24]4[CH2:28][C@H:27]([CH2:29][NH:30][C:31](=[O:33])[CH3:32])[O:26][C:25]4=[O:34])[CH:22]=[CH:23][C:14]=3[C:13]=2[NH:12][N:11]=1)C1C=CC=CC=1.CO. The catalyst is [Pd].C1COCC1. The product is [OH:8][CH2:9][C:10]1[C:19]2[CH2:18][CH2:17][CH2:16][C:15]3[CH:20]=[C:21]([N:24]4[CH2:28][C@H:27]([CH2:29][NH:30][C:31](=[O:33])[CH3:32])[O:26][C:25]4=[O:34])[CH:22]=[CH:23][C:14]=3[C:13]=2[NH:12][N:11]=1. The yield is 0.510.